Task: Predict the reactants needed to synthesize the given product.. Dataset: Full USPTO retrosynthesis dataset with 1.9M reactions from patents (1976-2016) (1) Given the product [C:7]([C:11]1[CH:12]=[C:13]([CH:17]=[CH:18][CH:19]=1)[CH2:14][OH:15])([CH3:10])([CH3:8])[CH3:9], predict the reactants needed to synthesize it. The reactants are: [H-].[Al+3].[Li+].[H-].[H-].[H-].[C:7]([C:11]1[CH:12]=[C:13]([CH:17]=[CH:18][CH:19]=1)[C:14](O)=[O:15])([CH3:10])([CH3:9])[CH3:8].O.[OH-].[Na+]. (2) Given the product [Si:1]([N:8]1[C:11](=[O:12])[CH2:10][C@H:9]1[C:13]([OH:15])=[O:14])([C:4]([CH3:7])([CH3:6])[CH3:5])([CH3:3])[CH3:2], predict the reactants needed to synthesize it. The reactants are: [Si:1]([N:8]1[C:11](=[O:12])[CH2:10][C@H:9]1[C:13]([O:15]CC1C=CC=CC=1)=[O:14])([C:4]([CH3:7])([CH3:6])[CH3:5])([CH3:3])[CH3:2]. (3) Given the product [O:1]=[C:2]1[C:10]2[CH2:9][CH2:8][CH2:7][CH2:6][C:5]=2[C:4]([CH2:11][C:12]2[CH:13]=[C:14]([CH:17]=[CH:18][CH:19]=2)[C:15]#[N:16])=[N:22][NH:21]1, predict the reactants needed to synthesize it. The reactants are: [O:1]=[C:2]1[C:10]2[CH2:9][CH2:8][CH2:7][CH2:6][C:5]=2[C:4](=[CH:11][C:12]2[CH:13]=[C:14]([CH:17]=[CH:18][CH:19]=2)[C:15]#[N:16])O1.O.[NH2:21][NH2:22].